Dataset: Forward reaction prediction with 1.9M reactions from USPTO patents (1976-2016). Task: Predict the product of the given reaction. (1) Given the reactants C(OC(N1CCC2C(=CC=C(C(=O)C[Br:20])C=2)C1)=O)(C)(C)C.[OH:22][CH:23]([C:25]1[CH:30]=[CH:29][C:28]([C:31](=[O:33])[CH3:32])=[CH:27][CH:26]=1)[CH3:24], predict the reaction product. The product is: [Br:20][CH2:32][C:31]([C:28]1[CH:29]=[CH:30][C:25]([CH:23]([OH:22])[CH3:24])=[CH:26][CH:27]=1)=[O:33]. (2) Given the reactants [NH2:1][C:2]1[S:3][C:4]2[CH:10]=[C:9]([O:11][CH3:12])[CH:8]=[CH:7][C:5]=2[N:6]=1.ClC1[C:19]([N+]([O-])=O)=[CH:18][CH:17]=[CH:16]N=1, predict the reaction product. The product is: [CH3:12][O:11][C:9]1[CH:8]=[CH:7][C:5]2[NH:6][C:2]3[N:1]=[CH:16][CH:17]=[CH:18][C:19]=3[S:3][C:4]=2[CH:10]=1.